Dataset: Forward reaction prediction with 1.9M reactions from USPTO patents (1976-2016). Task: Predict the product of the given reaction. Given the reactants [OH:1][C:2]1[CH:3]=[C:4]([C:8]2[C:17]3[C:12](=[C:13]([C:18]([F:21])([F:20])[F:19])[CH:14]=[CH:15][CH:16]=3)[N:11]=[CH:10][C:9]=2[C:22]([C:24]2[CH:29]=[CH:28][CH:27]=[CH:26][CH:25]=2)=[O:23])[CH:5]=[CH:6][CH:7]=1.Br[CH2:31][C:32]1[C:37]([F:38])=[CH:36][CH:35]=[CH:34][C:33]=1[F:39], predict the reaction product. The product is: [F:38][C:37]1[CH:36]=[CH:35][CH:34]=[C:33]([F:39])[C:32]=1[CH2:31][O:1][C:2]1[CH:3]=[C:4]([C:8]2[C:17]3[C:12](=[C:13]([C:18]([F:21])([F:19])[F:20])[CH:14]=[CH:15][CH:16]=3)[N:11]=[CH:10][C:9]=2[C:22]([C:24]2[CH:25]=[CH:26][CH:27]=[CH:28][CH:29]=2)=[O:23])[CH:5]=[CH:6][CH:7]=1.